From a dataset of Reaction yield outcomes from USPTO patents with 853,638 reactions. Predict the reaction yield, written as a fraction of the theoretical maximum amount of product (1.0 means a 100% yield; for example, 0.34 means a 34% yield). (1) The reactants are FC(F)(F)C(O)=O.ClCCl.[NH2:11][C:12]1[N:17]=[CH:16][N:15]=[C:14]2[N:18]([C@H:38]3[CH2:43][CH2:42][C@H:41]([N:44]4[CH2:49][CH2:48][N:47]([CH3:50])[CH2:46][CH2:45]4)[CH2:40][CH2:39]3)[N:19]=[C:20]([C:21]3[C:26]([F:27])=[CH:25][C:24]([NH:28]C(=O)OC(C)(C)C)=[C:23]([O:36][CH3:37])[CH:22]=3)[C:13]=12. The catalyst is ClCCl. The product is [NH2:28][C:24]1[C:23]([O:36][CH3:37])=[CH:22][C:21]([C:20]2[C:13]3[C:14](=[N:15][CH:16]=[N:17][C:12]=3[NH2:11])[N:18]([C@H:38]3[CH2:43][CH2:42][C@H:41]([N:44]4[CH2:45][CH2:46][N:47]([CH3:50])[CH2:48][CH2:49]4)[CH2:40][CH2:39]3)[N:19]=2)=[C:26]([F:27])[CH:25]=1. The yield is 0.870. (2) The reactants are [CH3:1][C:2]1[CH:7]2[C:8]([CH3:10])([CH3:9])[CH:5]([CH2:6]2)[CH2:4][CH:3]=1.[C:17](O[C:17](=O)/[CH:18]=[CH:19]/[CH3:20])(=O)/[CH:18]=[CH:19]/[CH3:20].[OH2:22]. The catalyst is [Br-].[Zn+2].[Br-]. The product is [C:8]([C:5]12[CH2:6][CH:7]([C:2]([CH3:1])=[CH:3][CH2:4]1)[C:17](=[O:22])[CH2:18][CH:19]2[CH3:20])([CH3:10])=[CH2:9]. The yield is 0.0200. (3) The product is [Br:13][C:14]1[C:15]([F:21])=[C:16]([CH:17]=[C:18]([CH3:20])[CH:19]=1)[C:22]([OH:24])=[O:23]. The reactants are C(NC(C)C)(C)C.[Li]CCCC.[Br:13][C:14]1[CH:19]=[C:18]([CH3:20])[CH:17]=[CH:16][C:15]=1[F:21].[C:22](=[O:24])=[O:23]. The yield is 0.850. The catalyst is C1COCC1. (4) The reactants are Br[C:2]1[CH:3]=[C:4]2[C:8](=[CH:9][CH:10]=1)[N:7]([CH2:11][O:12][CH2:13][CH2:14][Si:15]([CH3:18])([CH3:17])[CH3:16])[N:6]=[C:5]2[CH:19]=[O:20].[B:21]1([B:21]2[O:25][C:24]([CH3:27])([CH3:26])[C:23]([CH3:29])([CH3:28])[O:22]2)[O:25][C:24]([CH3:27])([CH3:26])[C:23]([CH3:29])([CH3:28])[O:22]1.CC([O-])=O.[K+]. The catalyst is CN(C=O)C.C1C=CC(P(C2C=CC=CC=2)[C-]2C=CC=C2)=CC=1.C1C=CC(P(C2C=CC=CC=2)[C-]2C=CC=C2)=CC=1.Cl[Pd]Cl.[Fe+2]. The product is [CH3:28][C:23]1([CH3:29])[C:24]([CH3:27])([CH3:26])[O:25][B:21]([C:2]2[CH:3]=[C:4]3[C:8](=[CH:9][CH:10]=2)[N:7]([CH2:11][O:12][CH2:13][CH2:14][Si:15]([CH3:18])([CH3:17])[CH3:16])[N:6]=[C:5]3[CH:19]=[O:20])[O:22]1. The yield is 0.710.